From a dataset of hERG Central: cardiac toxicity at 1µM, 10µM, and general inhibition. Predict hERG channel inhibition at various concentrations. (1) The drug is CCN(CC)CCCOC(=O)C(c1ccccc1)c1ccccc1.Cl. Results: hERG_inhib (hERG inhibition (general)): blocker. (2) The molecule is Br.CCCCCCCCCn1c2c(c(=N)c3c1CCC3)CCC2. Results: hERG_inhib (hERG inhibition (general)): blocker.